From a dataset of Serine/threonine kinase 33 screen with 319,792 compounds. Binary Classification. Given a drug SMILES string, predict its activity (active/inactive) in a high-throughput screening assay against a specified biological target. (1) The drug is Clc1ccc(S(=O)(=O)/N=C(/Nc2ccc(cc2)C(O)=O)c2ccccc2)cc1. The result is 0 (inactive). (2) The drug is O=C(Nc1c2c(nc(N(C)C)c1)cccc2)CNC(C)(C)C. The result is 0 (inactive).